From a dataset of Peptide-MHC class II binding affinity with 134,281 pairs from IEDB. Regression. Given a peptide amino acid sequence and an MHC pseudo amino acid sequence, predict their binding affinity value. This is MHC class II binding data. The binding affinity (normalized) is 0.222. The MHC is DRB1_1501 with pseudo-sequence DRB1_1501. The peptide sequence is SINYRTEIDKPCQHH.